From a dataset of Reaction yield outcomes from USPTO patents with 853,638 reactions. Predict the reaction yield, written as a fraction of the theoretical maximum amount of product (1.0 means a 100% yield; for example, 0.34 means a 34% yield). (1) The catalyst is O1CCCC1.C(OCC)(=O)C. The reactants are [Mg].II.Br[C:5]1[C:10]([O:11][CH3:12])=[CH:9][C:8]([CH2:13][O:14][CH:15]([O:17][CH2:18][CH3:19])[CH3:16])=[CH:7][C:6]=1[O:20][CH3:21].[B:22](OC)([O:25]C)[O:23]C.[Cl-].[NH4+]. The yield is 0.956. The product is [CH2:18]([O:17][CH:15]([O:14][CH2:13][C:8]1[CH:9]=[C:10]([O:11][CH3:12])[C:5]([B:22]([OH:25])[OH:23])=[C:6]([O:20][CH3:21])[CH:7]=1)[CH3:16])[CH3:19]. (2) The reactants are Cl.[NH2:2][C@@H:3]([CH2:8][C:9]1[CH:14]=[CH:13][CH:12]=[CH:11][CH:10]=1)[C:4](=[O:7])[CH2:5][Cl:6].Cl[C:16]([O:18][CH2:19][C:20]1[CH:25]=[CH:24][CH:23]=[CH:22][CH:21]=1)=[O:17].C(=O)([O-])O.[Na+]. The catalyst is O.C1(C)C=CC=CC=1. The product is [CH2:19]([O:18][C:16]([NH:2][C@@H:3]([CH2:8][C:9]1[CH:14]=[CH:13][CH:12]=[CH:11][CH:10]=1)[C:4](=[O:7])[CH2:5][Cl:6])=[O:17])[C:20]1[CH:25]=[CH:24][CH:23]=[CH:22][CH:21]=1. The yield is 0.830. (3) The reactants are [CH2:1]([N:3]([CH3:18])[S:4]([C:7]1[CH:8]=[N:9][C:10]([Sn](C)(C)C)=[CH:11][C:12]=1[CH3:13])(=[O:6])=[O:5])[CH3:2].[NH2:19][C:20]1[C:25]([C:26]2[CH:27]=[C:28]3[C:33](=[CH:34][CH:35]=2)[C:32](=[O:36])[NH:31][CH2:30][CH2:29]3)=[CH:24][C:23](Br)=[CH:22][N:21]=1. No catalyst specified. The product is [NH2:19][C:20]1[N:21]=[CH:22][C:23]([C:10]2[CH:11]=[C:12]([CH3:13])[C:7]([S:4]([N:3]([CH2:1][CH3:2])[CH3:18])(=[O:6])=[O:5])=[CH:8][N:9]=2)=[CH:24][C:25]=1[C:26]1[CH:27]=[C:28]2[C:33](=[CH:34][CH:35]=1)[C:32](=[O:36])[NH:31][CH2:30][CH2:29]2. The yield is 0.330. (4) The reactants are [O:1]=[C:2]1[CH:7]=[CH:6][N:5]([C:8]2[CH:13]=[CH:12][CH:11]=[C:10]([C:14]([F:17])([F:16])[F:15])[CH:9]=2)[N:4]=[C:3]1[C:18]([NH:20][NH2:21])=O.CO[C:24](OC)(N(C)C)[CH3:25].C(O)(=O)C.[NH2:35][C:36]1[CH:41]=[CH:40][CH:39]=[CH:38][CH:37]=1. The catalyst is C(#N)C. The product is [CH3:24][C:25]1[N:35]([C:36]2[CH:41]=[CH:40][CH:39]=[CH:38][CH:37]=2)[C:18]([C:3]2[C:2](=[O:1])[CH:7]=[CH:6][N:5]([C:8]3[CH:13]=[CH:12][CH:11]=[C:10]([C:14]([F:17])([F:16])[F:15])[CH:9]=3)[N:4]=2)=[N:20][N:21]=1. The yield is 0.460.